This data is from Reaction yield outcomes from USPTO patents with 853,638 reactions. The task is: Predict the reaction yield, written as a fraction of the theoretical maximum amount of product (1.0 means a 100% yield; for example, 0.34 means a 34% yield). (1) The reactants are [Br:1][C:2]1[S:6][C:5]([C:7]2[NH:11][C:10]3[C:12]([O:20]C)=[CH:13][CH:14]=[C:15]([C:16]([O:18]C)=[O:17])[C:9]=3[N:8]=2)=[CH:4][CH:3]=1.B(Br)(Br)Br. No catalyst specified. The product is [Br:1][C:2]1[S:6][C:5]([C:7]2[NH:11][C:10]3[C:12]([OH:20])=[CH:13][CH:14]=[C:15]([C:16]([OH:18])=[O:17])[C:9]=3[N:8]=2)=[CH:4][CH:3]=1. The yield is 0.920. (2) The reactants are [OH-].[K+].[F:3][C:4]1[C:5]([C:24]2[CH:29]=[CH:28][C:27]([N:30]3[N:34]=[CH:33][CH:32]=[N:31]3)=[CH:26][CH:25]=2)=[CH:6][C:7](=[O:23])[N:8]([CH2:10][CH2:11][C@@:12]([CH3:22])([S:18]([CH3:21])(=[O:20])=[O:19])[C:13]([O:15]CC)=[O:14])[CH:9]=1.O.CO. The catalyst is CC1CCCO1. The product is [F:3][C:4]1[C:5]([C:24]2[CH:25]=[CH:26][C:27]([N:30]3[N:34]=[CH:33][CH:32]=[N:31]3)=[CH:28][CH:29]=2)=[CH:6][C:7](=[O:23])[N:8]([CH2:10][CH2:11][C@@:12]([CH3:22])([S:18]([CH3:21])(=[O:20])=[O:19])[C:13]([OH:15])=[O:14])[CH:9]=1. The yield is 0.961. (3) The reactants are [CH2:1]([O:17][CH2:18][CH:19]([CH2:21][OH:22])[OH:20])[CH2:2][CH2:3][CH2:4][CH2:5][CH2:6][CH2:7][CH2:8][CH2:9][CH2:10][CH2:11][CH2:12][CH2:13][CH2:14][CH2:15][CH3:16].N1C=CN=C1.[Si:28](Cl)([C:31]([CH3:34])([CH3:33])[CH3:32])([CH3:30])[CH3:29].OS(O)(=O)=O. The catalyst is N1C=CC=CC=1. The product is [Si:28]([O:22][CH2:21][CH:19]([CH2:18][O:17][CH2:1][CH2:2][CH2:3][CH2:4][CH2:5][CH2:6][CH2:7][CH2:8][CH2:9][CH2:10][CH2:11][CH2:12][CH2:13][CH2:14][CH2:15][CH3:16])[OH:20])([C:31]([CH3:34])([CH3:33])[CH3:32])([CH3:30])[CH3:29]. The yield is 1.00. (4) The reactants are Br[C:2]1[CH:3]=[CH:4][C:5]2[C:6]3[CH2:15][N:14]([C:16]([O:18][C:19]([CH3:22])([CH3:21])[CH3:20])=[O:17])[CH:13]([CH3:23])[CH2:12][C:7]=3[N:8]([CH3:11])[C:9]=2[CH:10]=1.[F:24][C:25]1[CH:39]=[CH:38][C:28]([CH2:29][CH2:30][N:31]2[CH2:36][CH2:35][NH:34][C:33](=[O:37])[CH2:32]2)=[CH:27][CH:26]=1. No catalyst specified. The product is [F:24][C:25]1[CH:26]=[CH:27][C:28]([CH2:29][CH2:30][N:31]2[CH2:36][CH2:35][N:34]([C:2]3[CH:3]=[CH:4][C:5]4[C:6]5[CH2:15][N:14]([C:16]([O:18][C:19]([CH3:22])([CH3:21])[CH3:20])=[O:17])[CH:13]([CH3:23])[CH2:12][C:7]=5[N:8]([CH3:11])[C:9]=4[CH:10]=3)[C:33](=[O:37])[CH2:32]2)=[CH:38][CH:39]=1. The yield is 0.580. (5) The catalyst is O.C1(C)C=CC(S(O)(=O)=O)=CC=1.C(OCC)C.O. The product is [CH3:10][O:11][CH:12]1[CH2:13][CH2:14][C:6]2[C:16](=[CH:4][C:3]([O:2][CH3:1])=[CH:8][CH:7]=2)[O:15]1. The yield is 0.320. The reactants are [CH3:1][O:2][C:3]1[CH:4]=C(O)[CH:6]=[CH:7][CH:8]=1.[CH3:10][O:11][CH:12]([O:15][CH3:16])[CH:13]=[CH2:14].[OH-].[Na+]. (6) The reactants are [N:1]1([C:10]([O:12][C:13]([CH3:16])([CH3:15])[CH3:14])=[O:11])[CH2:6][CH2:5][CH2:4][C@@H:3]2[CH2:7][NH:8][CH2:9][C@H:2]12.Br[C:18]1[CH:19]=[CH:20][C:21]([Cl:24])=[N:22][CH:23]=1. No catalyst specified. The product is [Cl:24][C:21]1[N:22]=[CH:23][C:18]([N:8]2[CH2:7][C@@H:3]3[C@@H:2]([N:1]([C:10]([O:12][C:13]([CH3:16])([CH3:15])[CH3:14])=[O:11])[CH2:6][CH2:5][CH2:4]3)[CH2:9]2)=[CH:19][CH:20]=1. The yield is 0.490. (7) The reactants are [F:1][C:2]1[CH:19]=[CH:18][C:5]([CH:6]=[N:7][C:8]2[CH:16]=[CH:15][CH:14]=[C:13]3[C:9]=2[CH2:10][O:11][C:12]3=[O:17])=[CH:4][CH:3]=1.[CH3:20][N:21]1[C:25]([CH:26]=O)=[N:24][CH:23]=[N:22]1.[O-:28][CH2:29][CH3:30].[Na+]. The catalyst is C(OCC)(=O)CC. The product is [F:1][C:2]1[CH:3]=[CH:4][C:5]([CH:6]2[CH:26]([C:25]3[N:21]([CH3:20])[N:22]=[CH:23][N:24]=3)[C:29](=[O:28])[C:30]3[C:13]([C:12]([O:11][CH2:10][CH3:9])=[O:17])=[CH:14][CH:15]=[CH:16][C:8]=3[NH:7]2)=[CH:18][CH:19]=1. The yield is 0.310.